Dataset: Full USPTO retrosynthesis dataset with 1.9M reactions from patents (1976-2016). Task: Predict the reactants needed to synthesize the given product. (1) Given the product [C:6]([C:5]1[C:8]([NH:10][CH2:11][CH2:12][O:13][CH3:14])=[CH:9][C:2]([NH:1][C:20]([N:33]2[C:32]3[C:37](=[CH:38][C:39]([CH2:40][N:41]([CH2:45][CH2:46][N:47]([CH3:48])[CH3:49])[C:42](=[O:44])[CH3:43])=[C:30]([CH:29]([O:28][CH3:27])[O:50][CH3:51])[N:31]=3)[CH2:36][CH2:35][CH2:34]2)=[O:21])=[N:3][CH:4]=1)#[N:7], predict the reactants needed to synthesize it. The reactants are: [NH2:1][C:2]1[CH:9]=[C:8]([NH:10][CH2:11][CH2:12][O:13][CH3:14])[C:5]([C:6]#[N:7])=[CH:4][N:3]=1.N1([C:20](N2C=NC=N2)=[O:21])C=NC=N1.[CH3:27][O:28][CH:29]([O:50][CH3:51])[C:30]1[C:39]([CH2:40][N:41]([CH2:45][CH2:46][N:47]([CH3:49])[CH3:48])[C:42](=[O:44])[CH3:43])=[CH:38][C:37]2[CH2:36][CH2:35][CH2:34][NH:33][C:32]=2[N:31]=1. (2) Given the product [NH2:13][C:10]1[C:9]([C:15]2[CH:16]=[C:17]([F:22])[CH:18]=[C:19]([F:21])[CH:20]=2)=[C:8]([C:23](=[O:25])[CH3:24])[CH:7]=[C:6]([Cl:5])[C:11]=1[CH3:12], predict the reactants needed to synthesize it. The reactants are: Cl.O.[Cl-].[NH4+].[Cl:5][C:6]1[C:11]([CH3:12])=[C:10]([NH:13]O)[C:9]([C:15]2[CH:20]=[C:19]([F:21])[CH:18]=[C:17]([F:22])[CH:16]=2)=[C:8]([C:23](=[O:25])[CH3:24])[CH:7]=1. (3) Given the product [CH3:8][O:9][C:10]1[C:16]([C:2]2[N:3]=[C:4]([CH3:7])[S:5][CH:6]=2)=[CH:15][CH:14]=[CH:13][C:11]=1[NH2:12], predict the reactants needed to synthesize it. The reactants are: Br[C:2]1[N:3]=[C:4]([CH3:7])[S:5][CH:6]=1.[CH3:8][O:9][C:10]1[C:16](B2OC(C)(C)C(C)(C)O2)=[CH:15][CH:14]=[CH:13][C:11]=1[NH2:12].P([O-])([O-])([O-])=O.[K+].[K+].[K+]. (4) Given the product [ClH:56].[NH2:40][CH2:39][C@H:36]1[CH2:35][CH2:34][C@H:33]([C:31]([NH:30][C@@H:15]([CH2:14][C:11]2[CH:12]=[CH:13][C:8]([C:5]3[CH:6]=[CH:7][C:2]([CH3:1])=[C:3]([C:48]([N:50]4[CH2:55][CH2:54][O:53][CH2:52][CH2:51]4)=[O:49])[CH:4]=3)=[CH:9][CH:10]=2)[C:16](=[O:29])[NH:17][C:18]2[CH:23]=[CH:22][C:21]([C:24]3[N:28]=[N:27][NH:26][N:25]=3)=[CH:20][CH:19]=2)=[O:32])[CH2:38][CH2:37]1, predict the reactants needed to synthesize it. The reactants are: [CH3:1][C:2]1[CH:7]=[CH:6][C:5]([C:8]2[CH:13]=[CH:12][C:11]([CH2:14][C@H:15]([NH:30][C:31]([C@H:33]3[CH2:38][CH2:37][C@H:36]([CH2:39][NH:40]C(=O)OC(C)(C)C)[CH2:35][CH2:34]3)=[O:32])[C:16](=[O:29])[NH:17][C:18]3[CH:23]=[CH:22][C:21]([C:24]4[N:25]=[N:26][NH:27][N:28]=4)=[CH:20][CH:19]=3)=[CH:10][CH:9]=2)=[CH:4][C:3]=1[C:48]([N:50]1[CH2:55][CH2:54][O:53][CH2:52][CH2:51]1)=[O:49].[ClH:56]. (5) Given the product [CH:1]1([CH2:4][N:5]2[C:9]3[CH:10]=[CH:11][C:12]([C:14](=[O:16])[CH3:15])=[CH:13][C:8]=3[N:7]=[C:6]2[CH2:17][C:18]2[CH:23]=[CH:22][C:21]([O:24][CH2:25][CH3:26])=[CH:20][CH:19]=2)[CH2:3][CH2:2]1, predict the reactants needed to synthesize it. The reactants are: [CH:1]1([CH2:4][N:5]2[C:9]3[CH:10]=[CH:11][C:12]([CH:14]([OH:16])[CH3:15])=[CH:13][C:8]=3[N:7]=[C:6]2[CH2:17][C:18]2[CH:23]=[CH:22][C:21]([O:24][CH2:25][CH3:26])=[CH:20][CH:19]=2)[CH2:3][CH2:2]1.C[N+]1([O-])CCOCC1.C(#N)C. (6) Given the product [ClH:46].[ClH:46].[N:33]1[CH:34]=[CH:35][CH:36]=[CH:37][C:32]=1[C:24]1[C:19]([C@H:8]([C:9]2[CH:10]=[CH:11][C:12]([C:15]([F:17])([F:16])[F:18])=[CH:13][CH:14]=2)[NH2:7])=[N:20][CH:21]=[CH:22][CH:23]=1, predict the reactants needed to synthesize it. The reactants are: C(OC(=O)[NH:7][C@H:8]([C:19]1[C:24](Br)=[CH:23][CH:22]=[CH:21][N:20]=1)[C:9]1[CH:14]=[CH:13][C:12]([C:15]([F:18])([F:17])[F:16])=[CH:11][CH:10]=1)(C)(C)C.C([Sn](CCCC)(CCCC)[C:32]1[CH:37]=[CH:36][CH:35]=[CH:34][N:33]=1)CCC.[ClH:46].